Dataset: Forward reaction prediction with 1.9M reactions from USPTO patents (1976-2016). Task: Predict the product of the given reaction. (1) Given the reactants C([O:4][C:5]1[CH:6]=[C:7]([CH:11]=[CH:12][CH:13]=1)[C:8]([OH:10])=O)(=O)C.S(Cl)(Cl)=O.[NH2:18][C:19]1[CH:24]=[CH:23][CH:22]=[CH:21][CH:20]=1.C(N(CC)C(C)C)(C)C, predict the reaction product. The product is: [OH:4][C:5]1[CH:6]=[C:7]([CH:11]=[CH:12][CH:13]=1)[C:8]([NH:18][C:19]1[CH:24]=[CH:23][CH:22]=[CH:21][CH:20]=1)=[O:10]. (2) Given the reactants [Br:1][C:2]1[CH:3]=[C:4]2[C:9]3=[C:10]([N:12]([CH3:15])[C:13](=[O:14])[N:8]3[CH:7]([C:16]([O:18]C)=[O:17])[CH2:6][CH2:5]2)[CH:11]=1.CO.[OH-].[Li+].Cl, predict the reaction product. The product is: [Br:1][C:2]1[CH:3]=[C:4]2[C:9]3=[C:10]([N:12]([CH3:15])[C:13](=[O:14])[N:8]3[CH:7]([C:16]([OH:18])=[O:17])[CH2:6][CH2:5]2)[CH:11]=1. (3) Given the reactants [CH2:1]([O:3][C:4](=[O:17])[CH:5]=[C:6]1[C:14]2[C:9](=[C:10]([NH2:15])[CH:11]=[CH:12][CH:13]=2)[C:8](=[O:16])[O:7]1)[CH3:2], predict the reaction product. The product is: [CH2:1]([O:3][C:4](=[O:17])[CH2:5][CH:6]1[C:14]2[C:9](=[C:10]([NH2:15])[CH:11]=[CH:12][CH:13]=2)[C:8](=[O:16])[O:7]1)[CH3:2]. (4) Given the reactants [Br:1][C:2]1[C:7](=[O:8])[N:6]2[C:9]([CH3:12])=[CH:10][S:11][C:5]2=[N:4][C:3]=1[CH:13](Br)[CH3:14].[N-:16]=[N+:17]=[N-:18].[Na+].C(=O)(O)[O-].[Na+], predict the reaction product. The product is: [N:16]([CH:13]([C:3]1[N:4]=[C:5]2[S:11][CH:10]=[C:9]([CH3:12])[N:6]2[C:7](=[O:8])[C:2]=1[Br:1])[CH3:14])=[N+:17]=[N-:18]. (5) The product is: [C:1]([C:3]12[CH2:10][C:7]([NH:11][C:12](=[O:18])[O:13][C:14]([CH3:17])([CH3:16])[CH3:15])([CH2:8][CH2:9]1)[CH2:6][CH2:5][CH2:4]2)#[CH:19]. Given the reactants [CH:1]([C:3]12[CH2:10][C:7]([NH:11][C:12](=[O:18])[O:13][C:14]([CH3:17])([CH3:16])[CH3:15])([CH2:8][CH2:9]1)[CH2:6][CH2:5][CH2:4]2)=O.[C:19]([O-])([O-])=O.[K+].[K+].[N+](=C(P(=O)(OC)OC)C(=O)C)=[N-].C([O-])(O)=O.[Na+], predict the reaction product. (6) Given the reactants [Br:1][C:2]1[CH:11]=[C:10]2[C:5]([CH2:6][CH2:7][CH:8]([CH2:13][CH:14]3[CH2:19][CH2:18][NH:17][CH2:16][CH2:15]3)[C:9]2=[O:12])=[CH:4][CH:3]=1.CN(C=O)C.C(=O)([O-])[O-].[K+].[K+].[F:31][CH:32]([F:35])[CH2:33]I, predict the reaction product. The product is: [Br:1][C:2]1[CH:11]=[C:10]2[C:5]([CH2:6][CH2:7][CH:8]([CH2:13][CH:14]3[CH2:19][CH2:18][N:17]([CH2:33][CH:32]([F:35])[F:31])[CH2:16][CH2:15]3)[C:9]2=[O:12])=[CH:4][CH:3]=1. (7) Given the reactants [C:1]([N:9]1[C:15]2[CH:16]=[CH:17][CH:18]=[CH:19][C:14]=2[CH2:13][N:12]([S:20]([C:23]2[CH:28]=[CH:27][C:26]([O:29][CH2:30][CH:31]=[C:32]=[CH:33][CH3:34])=[CH:25][CH:24]=2)(=[O:22])=[O:21])[CH:11]([C:35]([O:37]C)=[O:36])[CH2:10]1)(=[O:8])[C:2]1[CH:7]=[CH:6][CH:5]=[CH:4][CH:3]=1.[OH-].[Li+], predict the reaction product. The product is: [C:1]([N:9]1[C:15]2[CH:16]=[CH:17][CH:18]=[CH:19][C:14]=2[CH2:13][N:12]([S:20]([C:23]2[CH:24]=[CH:25][C:26]([O:29][CH2:30][CH:31]=[C:32]=[CH:33][CH3:34])=[CH:27][CH:28]=2)(=[O:22])=[O:21])[CH:11]([C:35]([OH:37])=[O:36])[CH2:10]1)(=[O:8])[C:2]1[CH:3]=[CH:4][CH:5]=[CH:6][CH:7]=1.